Dataset: Full USPTO retrosynthesis dataset with 1.9M reactions from patents (1976-2016). Task: Predict the reactants needed to synthesize the given product. (1) Given the product [F:1][C:2]1([F:9])[CH2:7][CH2:6][C:5]([CH2:8][OH:10])([OH:18])[CH2:4][CH2:3]1, predict the reactants needed to synthesize it. The reactants are: [F:1][C:2]1([F:9])[CH2:7][CH2:6][C:5](=[CH2:8])[CH2:4][CH2:3]1.[O-:10]S([O-])(=S)=O.[Na+].[Na+].Cl.[OH2:18]. (2) Given the product [F:10][C:11]1[CH:12]=[C:13]([C:18]2[CH:23]=[CH:22][C:21]([C:24]([NH:38][C@H:37]([C:39]([O:41][CH3:42])=[O:40])[C@@H:36]([CH3:43])[O:35][C:32]([CH3:34])([CH3:33])[CH3:31])=[O:26])=[C:20]([N+:27]([O-:29])=[O:28])[CH:19]=2)[CH:14]=[CH:15][C:16]=1[F:17], predict the reactants needed to synthesize it. The reactants are: C(N(CC)C(C)C)(C)C.[F:10][C:11]1[CH:12]=[C:13]([C:18]2[CH:23]=[CH:22][C:21]([C:24]([OH:26])=O)=[C:20]([N+:27]([O-:29])=[O:28])[CH:19]=2)[CH:14]=[CH:15][C:16]=1[F:17].Cl.[CH3:31][C:32]([O:35][C@H:36]([CH3:43])[C@@H:37]([C:39]([O:41][CH3:42])=[O:40])[NH2:38])([CH3:34])[CH3:33].CN(C(ON1N=NC2C=CC=NC1=2)=[N+](C)C)C.F[P-](F)(F)(F)(F)F.C([O-])(O)=O.[Na+]. (3) Given the product [Br:18][CH2:15][C:4]1[CH:5]=[C:6]([O:8][C:9]2[CH:14]=[CH:13][CH:12]=[CH:11][CH:10]=2)[CH:7]=[C:2]([F:1])[CH:3]=1, predict the reactants needed to synthesize it. The reactants are: [F:1][C:2]1[CH:3]=[C:4]([CH2:15]O)[CH:5]=[C:6]([O:8][C:9]2[CH:14]=[CH:13][CH:12]=[CH:11][CH:10]=2)[CH:7]=1.C(Br)(Br)(Br)[Br:18].C1C=CC(P(C2C=CC=CC=2)C2C=CC=CC=2)=CC=1.